The task is: Predict the reaction yield, written as a fraction of the theoretical maximum amount of product (1.0 means a 100% yield; for example, 0.34 means a 34% yield).. This data is from Reaction yield outcomes from USPTO patents with 853,638 reactions. (1) The reactants are [NH2:1][C:2]1[C:10](C)=[C:9](OC)[CH:8]=[CH:7][C:3]=1[C:4]([NH2:6])=[O:5].[C:14](N)(=O)[C:15]1[CH:20]=[CH:19][CH:18]=[CH:17][CH:16]=1.[C:23](Cl)(=[O:30])C1C=CC=CC=1. No catalyst specified. The product is [CH3:23][O:30][C:10]1[CH:9]=[CH:8][CH:7]=[C:3]2[C:2]=1[N:1]=[C:14]([C:15]1[CH:20]=[CH:19][CH:18]=[CH:17][CH:16]=1)[N:6]=[C:4]2[OH:5]. The yield is 0.800. (2) The reactants are Cl[C:2]1[N:7]=[C:6]([NH:8][C@H:9]([C:13]2[CH:14]=[N:15][CH:16]=[CH:17][CH:18]=2)[CH2:10][CH2:11][CH3:12])[C:5]([CH3:19])=[CH:4][N:3]=1.[C:20](=[O:23])([O-])[O-].[Na+].[Na+].[C:26]([O:29][CH2:30][CH3:31])(=O)C. The catalyst is C1C=CC([P]([Pd]([P](C2C=CC=CC=2)(C2C=CC=CC=2)C2C=CC=CC=2)([P](C2C=CC=CC=2)(C2C=CC=CC=2)C2C=CC=CC=2)[P](C2C=CC=CC=2)(C2C=CC=CC=2)C2C=CC=CC=2)(C2C=CC=CC=2)C2C=CC=CC=2)=CC=1. The product is [CH2:4]([NH:3][C:20]([NH:8][C:9]1[CH:10]=[CH:11][C:12]([C:2]2[N:7]=[C:6]([NH:8][C@H:9]([C:13]3[CH:14]=[N:15][CH:16]=[CH:17][CH:18]=3)[CH2:10][CH2:11][CH3:12])[C:5]([CH3:19])=[CH:4][N:3]=2)=[CH:31][C:30]=1[O:29][CH3:26])=[O:23])[CH3:5]. The yield is 0.570. (3) The reactants are [OH-].[Na+].[F:3][C:4]1[CH:5]=[C:6]([CH:39]=[CH:40][CH:41]=1)[CH2:7][O:8][C:9]1[CH:14]=[C:13]([CH2:15][CH2:16][C:17]([O:19]C)=[O:18])[CH:12]=[CH:11][C:10]=1[C:21]1[CH:26]=[CH:25][CH:24]=[C:23]([N:27]([CH3:38])[C:28]([NH:30][CH2:31][CH2:32][CH2:33][CH2:34][CH2:35][CH2:36][CH3:37])=[O:29])[CH:22]=1. The catalyst is O1CCCC1.CO. The product is [F:3][C:4]1[CH:5]=[C:6]([CH:39]=[CH:40][CH:41]=1)[CH2:7][O:8][C:9]1[CH:14]=[C:13]([CH2:15][CH2:16][C:17]([OH:19])=[O:18])[CH:12]=[CH:11][C:10]=1[C:21]1[CH:26]=[CH:25][CH:24]=[C:23]([N:27]([CH3:38])[C:28]([NH:30][CH2:31][CH2:32][CH2:33][CH2:34][CH2:35][CH2:36][CH3:37])=[O:29])[CH:22]=1. The yield is 0.680. (4) The reactants are [F:1][C:2]([F:14])([F:13])[O:3][C:4]1[CH:12]=[CH:11][C:7]([C:8]([OH:10])=O)=[CH:6][CH:5]=1.CN(C(ON1N=NC2C=CC=NC1=2)=[N+](C)C)C.F[P-](F)(F)(F)(F)F.CCN(C(C)C)C(C)C.[NH2:48][C:49]([CH3:66])([CH2:52][O:53][C:54]1[CH:55]=[CH:56][C:57]2[CH2:61][O:60][B:59]([OH:62])[C:58]=2[C:63]=1[CH2:64][CH3:65])[C:50]#[N:51]. The catalyst is CN(C=O)C. The product is [C:50]([C:49]([NH:48][C:8](=[O:10])[C:7]1[CH:6]=[CH:5][C:4]([O:3][C:2]([F:1])([F:14])[F:13])=[CH:12][CH:11]=1)([CH3:66])[CH2:52][O:53][C:54]1[CH:55]=[CH:56][C:57]2[CH2:61][O:60][B:59]([OH:62])[C:58]=2[C:63]=1[CH2:64][CH3:65])#[N:51]. The yield is 0.160. (5) The reactants are [Cl:1][C:2]1[CH:7]=[CH:6][C:5]([C:8]2[N:12]([C:13]3[CH:19]=[CH:18][CH:17]=[CH:16][C:14]=3[NH2:15])[N:11]=[C:10]([CH:20]3[CH2:25][C:24]([CH3:27])([CH3:26])[O:23][C:22]([CH3:29])([CH3:28])[CH2:21]3)[CH:9]=2)=[CH:4][CH:3]=1.C=O.[C:32]([BH3-])#N.[Na+].C([O-])(O)=O.[Na+]. The catalyst is C1COCC1.C(O)(=O)C. The product is [Cl:1][C:2]1[CH:7]=[CH:6][C:5]([C:8]2[N:12]([C:13]3[CH:19]=[CH:18][CH:17]=[CH:16][C:14]=3[NH:15][CH3:32])[N:11]=[C:10]([CH:20]3[CH2:25][C:24]([CH3:27])([CH3:26])[O:23][C:22]([CH3:29])([CH3:28])[CH2:21]3)[CH:9]=2)=[CH:4][CH:3]=1. The yield is 0.320. (6) The reactants are [C:1]1([C:7]2[CH:15]=[C:14]3[C:10]([CH2:11][C:12](=[O:16])[NH:13]3)=[CH:9][CH:8]=2)[CH:6]=[CH:5][CH:4]=[CH:3][CH:2]=1.[CH2:17]([N:19]([CH2:34][CH3:35])[CH2:20][CH2:21][NH:22][C:23]([C:25]1[C:29]([CH3:30])=[C:28]([CH:31]=O)[NH:27][C:26]=1[CH3:33])=[O:24])[CH3:18]. No catalyst specified. The product is [CH2:34]([N:19]([CH2:17][CH3:18])[CH2:20][CH2:21][NH:22][C:23]([C:25]1[C:29]([CH3:30])=[C:28]([CH:31]=[C:11]2[C:10]3[C:14](=[CH:15][C:7]([C:1]4[CH:2]=[CH:3][CH:4]=[CH:5][CH:6]=4)=[CH:8][CH:9]=3)[NH:13][C:12]2=[O:16])[NH:27][C:26]=1[CH3:33])=[O:24])[CH3:35]. The yield is 0.380. (7) The reactants are [CH3:1][C:2]1[C:10]([N+:11]([O-:13])=[O:12])=[CH:9][C:8]([C:14]([F:17])([F:16])[F:15])=[CH:7][C:3]=1[C:4]([OH:6])=[O:5].[C:18](=O)([O-])[O-].[Na+].[Na+].CI.O. The catalyst is CN(C=O)C. The product is [CH3:1][C:2]1[C:10]([N+:11]([O-:13])=[O:12])=[CH:9][C:8]([C:14]([F:15])([F:16])[F:17])=[CH:7][C:3]=1[C:4]([O:6][CH3:18])=[O:5]. The yield is 0.952. (8) The reactants are [F:1][C:2]1[CH:10]=[CH:9][C:8]([CH2:11][C:12]2[C:21]3[C:16](=[CH:17][CH:18]=[CH:19][CH:20]=3)[C:15](=[O:22])[NH:14][N:13]=2)=[CH:7][C:3]=1[C:4](O)=[O:5].F[P-](F)(F)(F)(F)F.N1(OC(N(C)C)=[N+](C)C)C2C=CC=CC=2N=N1.Cl.[F:48][C:49]([F:60])([F:59])[C:50]1[N:54]2[CH2:55][CH2:56][NH:57][CH2:58][C:53]2=[N:52][N:51]=1.C(N(CC)C(C)C)(C)C. The catalyst is CN(C)C=O. The product is [F:1][C:2]1[CH:10]=[CH:9][C:8]([CH2:11][C:12]2[C:21]3[C:16](=[CH:17][CH:18]=[CH:19][CH:20]=3)[C:15](=[O:22])[NH:14][N:13]=2)=[CH:7][C:3]=1[C:4]([N:57]1[CH2:56][CH2:55][N:54]2[C:50]([C:49]([F:60])([F:48])[F:59])=[N:51][N:52]=[C:53]2[CH2:58]1)=[O:5]. The yield is 0.106. (9) The yield is 0.0200. The product is [NH2:1][C:2]1[N:3]=[CH:4][C:5]([C:8]2[N:9]=[C:10]([N:20]3[CH2:25][CH2:24][O:23][CH2:22][CH2:21]3)[C:11]3[S:16][C:15]([C:17]4[O:19][N:45]=[C:40]([C:41]([OH:44])([CH3:43])[CH3:42])[N:39]=4)=[CH:14][C:12]=3[N:13]=2)=[CH:6][N:7]=1. The catalyst is CN(C=O)C.CCOC(C)=O.O. The reactants are [NH2:1][C:2]1[N:7]=[CH:6][C:5]([C:8]2[N:9]=[C:10]([N:20]3[CH2:25][CH2:24][O:23][CH2:22][CH2:21]3)[C:11]3[S:16][C:15]([C:17]([OH:19])=O)=[CH:14][C:12]=3[N:13]=2)=[CH:4][N:3]=1.C1N=CN(C(N2C=NC=C2)=O)C=1.O[N:39]=[C:40]([NH2:45])[C:41]([OH:44])([CH3:43])[CH3:42]. (10) The yield is 0.660. The reactants are [Cl:1][C:2]1[CH:31]=[CH:30][C:5]([CH2:6][NH:7][C:8]([C:10]2[C:19](=[O:20])[C:18]3[C:13](=[C:14](I)[CH:15]=[C:16]([CH2:21][CH:22]4[CH2:27][CH2:26][O:25][CH2:24][CH2:23]4)[CH:17]=3)[N:12]([CH3:29])[CH:11]=2)=[O:9])=[CH:4][CH:3]=1.[CH2:32]([OH:35])[C:33]#[CH:34]. The product is [Cl:1][C:2]1[CH:31]=[CH:30][C:5]([CH2:6][NH:7][C:8]([C:10]2[C:19](=[O:20])[C:18]3[C:13](=[C:14]([C:34]#[C:33][CH2:32][OH:35])[CH:15]=[C:16]([CH2:21][CH:22]4[CH2:27][CH2:26][O:25][CH2:24][CH2:23]4)[CH:17]=3)[N:12]([CH3:29])[CH:11]=2)=[O:9])=[CH:4][CH:3]=1. The catalyst is N(CC)CC.C(Cl)Cl.Cl[Pd](Cl)([P](C1C=CC=CC=1)(C1C=CC=CC=1)C1C=CC=CC=1)[P](C1C=CC=CC=1)(C1C=CC=CC=1)C1C=CC=CC=1.[Cu]I.